Dataset: Catalyst prediction with 721,799 reactions and 888 catalyst types from USPTO. Task: Predict which catalyst facilitates the given reaction. Reactant: [C:1]1([CH:7]([C:19]2[CH:24]=[CH:23][CH:22]=[CH:21][CH:20]=2)[NH:8][S:9]([CH2:12][C@H:13]([CH3:18])[C:14]([O:16][CH3:17])=[O:15])(=[O:11])=[O:10])[CH:6]=[CH:5][CH:4]=[CH:3][CH:2]=1.C([O-])([O-])=O.[K+].[K+].[CH2:31](Br)[C:32]1[CH:37]=[CH:36][CH:35]=[CH:34][CH:33]=1. Product: [CH2:31]([N:8]([CH:7]([C:1]1[CH:2]=[CH:3][CH:4]=[CH:5][CH:6]=1)[C:19]1[CH:20]=[CH:21][CH:22]=[CH:23][CH:24]=1)[S:9]([CH2:12][C@H:13]([CH3:18])[C:14]([O:16][CH3:17])=[O:15])(=[O:10])=[O:11])[C:32]1[CH:37]=[CH:36][CH:35]=[CH:34][CH:33]=1. The catalyst class is: 3.